This data is from Reaction yield outcomes from USPTO patents with 853,638 reactions. The task is: Predict the reaction yield, written as a fraction of the theoretical maximum amount of product (1.0 means a 100% yield; for example, 0.34 means a 34% yield). (1) The reactants are [C:1]([C:3]1[CH:8]=[CH:7][C:6]([C@@H:9]2[CH2:11][C@H:10]2[C:12]([O:14]C(C)(C)C)=[O:13])=[CH:5][CH:4]=1)#[N:2].CO. The catalyst is O.[OH-].[Na+]. The product is [C:1]([C:3]1[CH:4]=[CH:5][C:6]([C@@H:9]2[CH2:11][C@H:10]2[C:12]([OH:14])=[O:13])=[CH:7][CH:8]=1)#[N:2]. The yield is 0.364. (2) The reactants are [Cl:1][C:2]1[N:3]=[C:4]([C:9]([NH:11][C@H:12]2[CH2:17][CH2:16][N:15]([C:18]3[S:19][C:20]([C:24]([OH:26])=O)=[C:21]([CH3:23])[N:22]=3)[CH2:14][C@H:13]2[O:27][CH3:28])=[O:10])[NH:5][C:6]=1[CH2:7][CH3:8].Cl.CN.C[CH2:33][N:34]=C=NCCCN(C)C.Cl.C1C=CC2N(O)N=NC=2C=1.C(N(C(C)C)CC)(C)C. The catalyst is CC(N(C)C)=O.ClCCl. The product is [Cl:1][C:2]1[N:3]=[C:4]([C:9]([NH:11][C@H:12]2[CH2:17][CH2:16][N:15]([C:18]3[S:19][C:20]([C:24]([NH:34][CH3:33])=[O:26])=[C:21]([CH3:23])[N:22]=3)[CH2:14][C@H:13]2[O:27][CH3:28])=[O:10])[NH:5][C:6]=1[CH2:7][CH3:8]. The yield is 0.730. (3) The reactants are Cl.Cl.[CH2:3]1[C:6]2([CH2:11][CH2:10][NH:9][CH2:8][CH2:7]2)[CH2:5][N:4]1[C@H:12]1[C:20]2[C:15](=[CH:16][C:17]([C:21]3[N:22]=[CH:23][C:24]([C:27]([NH2:29])=[O:28])=[N:25][CH:26]=3)=[CH:18][CH:19]=2)[CH2:14][CH2:13]1.[CH3:30][O:31][C:32]1[CH:33]=[CH:34][C:35]([CH2:38][C:39](O)=[O:40])=[N:36][CH:37]=1.CN(C(ON1N=NC2C=CC=CC1=2)=[N+](C)C)C.F[P-](F)(F)(F)(F)F.C(N(CC)CC)C. The catalyst is CN(C=O)C. The product is [CH3:30][O:31][C:32]1[CH:33]=[CH:34][C:35]([CH2:38][C:39]([N:9]2[CH2:10][CH2:11][C:6]3([CH2:5][N:4]([C@H:12]4[C:20]5[C:15](=[CH:16][C:17]([C:21]6[N:22]=[CH:23][C:24]([C:27]([NH2:29])=[O:28])=[N:25][CH:26]=6)=[CH:18][CH:19]=5)[CH2:14][CH2:13]4)[CH2:3]3)[CH2:7][CH2:8]2)=[O:40])=[N:36][CH:37]=1. The yield is 0.270. (4) The reactants are C(N(C(C)C)CC)(C)C.[C:10](OC(=O)C)(=[O:12])[CH3:11].[CH3:17][NH:18][C:19]([C:21]1[C:25]2[CH:26]=[C:27]([O:31][CH3:32])[C:28]([NH2:30])=[CH:29][C:24]=2[O:23][C:22]=1[C:33]1[CH:38]=[CH:37][C:36]([F:39])=[CH:35][CH:34]=1)=[O:20]. The catalyst is ClC(Cl)Cl. The product is [CH3:17][NH:18][C:19]([C:21]1[C:25]2[CH:26]=[C:27]([O:31][CH3:32])[C:28]([NH:30][C:10](=[O:12])[CH3:11])=[CH:29][C:24]=2[O:23][C:22]=1[C:33]1[CH:38]=[CH:37][C:36]([F:39])=[CH:35][CH:34]=1)=[O:20]. The yield is 0.870. (5) The reactants are [Br:1][C:2]1[CH:3]=[C:4]([CH2:14]O)[CH:5]=[CH:6][C:7]=1[O:8][CH2:9][C:10]([F:13])([F:12])[F:11].C(N(CC)CC)C.CS([Cl:27])(=O)=O. The catalyst is C(Cl)Cl. The product is [Br:1][C:2]1[CH:3]=[C:4]([CH2:14][Cl:27])[CH:5]=[CH:6][C:7]=1[O:8][CH2:9][C:10]([F:13])([F:12])[F:11]. The yield is 0.820. (6) The reactants are [Cl:1]N1C(=O)CCC1=O.[CH3:9][C:10]1[NH:14][C:13]([C:15]([O:17][CH2:18][CH3:19])=[O:16])=[CH:12][CH:11]=1.[OH-].[Na+]. The catalyst is C(Cl)(Cl)Cl. The product is [Cl:1][C:11]1[CH:12]=[C:13]([C:15]([O:17][CH2:18][CH3:19])=[O:16])[NH:14][C:10]=1[CH3:9]. The yield is 0.380. (7) The reactants are [C:1]([OH:22])(=[O:21])[CH2:2][CH2:3][CH2:4][CH2:5][CH2:6][CH2:7][CH2:8]/[CH:9]=[CH:10]\[CH2:11][CH2:12][CH2:13][CH2:14][CH2:15][CH2:16][CH2:17][CH2:18][CH2:19][CH3:20].[N+:23](/C(/CCCCCCCCCC)=C/CCCCCCCC(O)=O)([O-:25])=[O:24]. No catalyst specified. The product is [N+:23](/[C:9](=[CH:10]/[CH2:11][CH2:12][CH2:13][CH2:14][CH2:15][CH2:16][CH2:17][CH2:18][CH2:19][CH3:20])/[CH2:8][CH2:7][CH2:6][CH2:5][CH2:4][CH2:3][CH2:2][C:1]([OH:22])=[O:21])([O-:25])=[O:24]. The yield is 0.250.